Dataset: Forward reaction prediction with 1.9M reactions from USPTO patents (1976-2016). Task: Predict the product of the given reaction. (1) The product is: [F:1][C:2]1[CH:7]=[CH:6][CH:5]=[CH:4][C:3]=1[C:8]1[C:9]([C:10]#[N:11])=[CH:14][C:18]2[C:23](=[CH:22][CH:21]=[CH:20][N:19]=2)[N:24]=1. Given the reactants [F:1][C:2]1[CH:7]=[CH:6][CH:5]=[CH:4][C:3]=1[C:8](=O)[CH2:9][C:10]#[N:11].O1CCO[CH:14]1[C:18]1[C:23]([NH2:24])=[CH:22][CH:21]=[CH:20][N:19]=1.CC1C=CC(S(O)(=O)=O)=CC=1.O, predict the reaction product. (2) Given the reactants [C:1]([C:5]1[N:9]([CH2:10][CH:11]2[CH2:16][CH2:15][C:14]([F:18])([F:17])[CH2:13][CH2:12]2)[C:8]2[CH:19]=[CH:20][C:21]([C:23](O)=[O:24])=[CH:22][C:7]=2[N:6]=1)([CH3:4])([CH3:3])[CH3:2].CCN(C(C)C)C(C)C.CN(C(ON1N=NC2C=CC=NC1=2)=[N+](C)C)C.F[P-](F)(F)(F)(F)F.[NH:59]1[CH2:68][CH2:67][CH:62]([C:63]([O:65][CH3:66])=[O:64])[CH2:61][CH2:60]1, predict the reaction product. The product is: [C:1]([C:5]1[N:9]([CH2:10][CH:11]2[CH2:16][CH2:15][C:14]([F:18])([F:17])[CH2:13][CH2:12]2)[C:8]2[CH:19]=[CH:20][C:21]([C:23]([N:59]3[CH2:68][CH2:67][CH:62]([C:63]([O:65][CH3:66])=[O:64])[CH2:61][CH2:60]3)=[O:24])=[CH:22][C:7]=2[N:6]=1)([CH3:4])([CH3:2])[CH3:3].